Dataset: Reaction yield outcomes from USPTO patents with 853,638 reactions. Task: Predict the reaction yield, written as a fraction of the theoretical maximum amount of product (1.0 means a 100% yield; for example, 0.34 means a 34% yield). (1) The reactants are F[C:2]1[CH:3]=[C:4]([CH3:12])[C:5]([N+:9]([O-:11])=[O:10])=[C:6]([NH2:8])[CH:7]=1.[C:13]([N:20]1[CH2:25][CH2:24][NH:23][CH2:22][CH2:21]1)([O:15][C:16]([CH3:19])([CH3:18])[CH3:17])=[O:14].CN1CCOCC1. The catalyst is CN1C(=O)CCC1.C(OCC)(=O)C. The product is [C:16]([O:15][C:13]([N:20]1[CH2:25][CH2:24][N:23]([C:2]2[CH:3]=[C:4]([CH3:12])[C:5]([N+:9]([O-:11])=[O:10])=[C:6]([NH2:8])[CH:7]=2)[CH2:22][CH2:21]1)=[O:14])([CH3:19])([CH3:17])[CH3:18]. The yield is 0.830. (2) The reactants are [CH3:1][C:2]1[N:6]([CH:7]2[CH2:12][CH2:11][O:10][CH2:9][CH2:8]2)[C:5]2[CH:13]=[CH:14][C:15]([C:17]([OH:19])=O)=[CH:16][C:4]=2[N:3]=1.S(Cl)(Cl)=O.[NH2:24][C:25]1[CH:30]=[C:29]([O:31][C:32]([F:35])([F:34])[F:33])[CH:28]=[CH:27][C:26]=1O.C(N(CC)CC)C.CS(O)(=O)=O.C(=O)([O-])O.[Na+]. The catalyst is O.O1CCCC1. The product is [F:33][C:32]([F:34])([F:35])[O:31][C:29]1[CH:28]=[CH:27][C:26]2[O:19][C:17]([C:15]3[CH:14]=[CH:13][C:5]4[N:6]([CH:7]5[CH2:8][CH2:9][O:10][CH2:11][CH2:12]5)[C:2]([CH3:1])=[N:3][C:4]=4[CH:16]=3)=[N:24][C:25]=2[CH:30]=1. The yield is 0.250. (3) The product is [N:1]12[CH2:8][CH2:7][CH:4]([CH2:5][CH2:6]1)[C@@H:3]([NH:9][C:10]([C:12]1[CH:13]=[CH:14][C:15]3[O:19][CH:18]=[C:17]([C:40]#[C:39][Si:36]([CH3:38])([CH3:37])[CH3:35])[C:16]=3[CH:21]=1)=[O:11])[CH2:2]2. The reactants are [N:1]12[CH2:8][CH2:7][CH:4]([CH2:5][CH2:6]1)[C@@H:3]([NH:9][C:10]([C:12]1[CH:13]=[CH:14][C:15]3[O:19][CH:18]=[C:17](Br)[C:16]=3[CH:21]=1)=[O:11])[CH2:2]2.C(P(C(C)(C)C)C(C)(C)C)(C)(C)C.[CH3:35][Si:36]([C:39]#[CH:40])([CH3:38])[CH3:37]. The yield is 0.730. The catalyst is O1CCOCC1.CCOC(C)=O.C1C=CC(C#N)=CC=1.C1C=CC(C#N)=CC=1.Cl[Pd]Cl. (4) The reactants are [Br:1][C:2]1[CH:7]=[CH:6][C:5]([CH:8]([CH:10]2[CH2:16][CH:15]3[S:17][CH:12]([CH2:13][CH2:14]3)[CH2:11]2)[OH:9])=[CH:4][CH:3]=1. The catalyst is C(Cl)Cl.[O-2].[O-2].[Mn+4]. The product is [Br:1][C:2]1[CH:3]=[CH:4][C:5]([C:8]([CH:10]2[CH2:11][CH:12]3[S:17][CH:15]([CH2:14][CH2:13]3)[CH2:16]2)=[O:9])=[CH:6][CH:7]=1. The yield is 0.920. (5) The reactants are [C:1]([C:4]1[C:9]([O:10][CH2:11][C@H:12]2[CH2:16][CH2:15][CH2:14][N:13]2C(OC(C)(C)C)=O)=[CH:8][CH:7]=[CH:6][N:5]=1)(=[O:3])[NH2:2].C(OC(C)C)(C)C.[ClH:31]. The catalyst is C(OCC)(=O)C. The product is [ClH:31].[ClH:31].[NH:13]1[CH2:14][CH2:15][CH2:16][C@@H:12]1[CH2:11][O:10][C:9]1[C:4]([C:1]([NH2:2])=[O:3])=[N:5][CH:6]=[CH:7][CH:8]=1. The yield is 0.920. (6) The reactants are [C:1]([OH:4])(=O)[CH3:2].[C:5]1([CH:11]([C:34]2[CH:39]=[CH:38][CH:37]=[CH:36][CH:35]=2)[CH2:12][CH2:13][N:14]([CH:28]2[CH2:33][CH2:32][NH:31][CH2:30][CH2:29]2)[C:15]([NH:17][C:18]2[CH:23]=[CH:22][CH:21]=[C:20]([C:24]([F:27])([F:26])[F:25])[CH:19]=2)=[O:16])[CH:10]=[CH:9][CH:8]=[CH:7][CH:6]=1. The catalyst is ClCCl. The product is [C:1]([N:31]1[CH2:32][CH2:33][CH:28]([N:14]([CH2:13][CH2:12][CH:11]([C:5]2[CH:10]=[CH:9][CH:8]=[CH:7][CH:6]=2)[C:34]2[CH:35]=[CH:36][CH:37]=[CH:38][CH:39]=2)[C:15]([NH:17][C:18]2[CH:23]=[CH:22][CH:21]=[C:20]([C:24]([F:25])([F:26])[F:27])[CH:19]=2)=[O:16])[CH2:29][CH2:30]1)(=[O:4])[CH3:2]. The yield is 0.620. (7) The reactants are [OH:1][C:2]1[CH:3]=[C:4]([C:11]([OH:13])=[O:12])[CH:5]=[C:6]([CH:10]=1)[C:7]([OH:9])=[O:8].[Si:14](Cl)([C:17]([CH3:20])([CH3:19])[CH3:18])([CH3:16])[CH3:15].N1C=CN=C1.C(OCC)C. The catalyst is CN(C)C=O.O. The product is [Si:14]([O:1][C:2]1[CH:3]=[C:4]([C:11]([OH:13])=[O:12])[CH:5]=[C:6]([C:7]([OH:9])=[O:8])[CH:10]=1)([C:17]([CH3:20])([CH3:19])[CH3:18])([CH3:16])[CH3:15]. The yield is 0.680. (8) The reactants are C1C(=O)N(Br)C(=O)C1.[Cl:9][C:10]1[C:15](/[C:16](/O)=[CH:17]\[C:18]2[CH:23]=[CH:22][N:21]=[C:20]([Cl:24])[N:19]=2)=[CH:14][CH:13]=[CH:12][C:11]=1[NH:26][S:27]([C:30]1[CH:35]=[C:34]([F:36])[CH:33]=[CH:32][C:31]=1[F:37])(=[O:29])=[O:28].[N:38]1([C:44](=[S:46])[NH2:45])[CH2:43][CH2:42][O:41][CH2:40][CH2:39]1. No catalyst specified. The product is [Cl:9][C:10]1[C:15]([C:16]2[N:45]=[C:44]([N:38]3[CH2:43][CH2:42][O:41][CH2:40][CH2:39]3)[S:46][C:17]=2[C:18]2[CH:23]=[CH:22][N:21]=[C:20]([Cl:24])[N:19]=2)=[CH:14][CH:13]=[CH:12][C:11]=1[NH:26][S:27]([C:30]1[CH:35]=[C:34]([F:36])[CH:33]=[CH:32][C:31]=1[F:37])(=[O:29])=[O:28]. The yield is 0.950. (9) The catalyst is CO.O.C(O)(=O)C. The product is [Cl:23][C:21]1[CH:20]=[CH:19][C:18]([O:24][CH2:25][C:26]2[CH:27]=[CH:28][CH:29]=[CH:30][CH:31]=2)=[C:17]([C:12]2[N:11]([C:6]3[CH:5]=[C:4]([C:9]([Cl:10])=[CH:8][CH:7]=3)[C:3]([OH:32])=[O:2])[C:15]([CH3:16])=[CH:14][CH:13]=2)[CH:22]=1. The reactants are C[O:2][C:3](=[O:32])[C:4]1[C:9]([Cl:10])=[CH:8][CH:7]=[C:6]([N:11]2[C:15]([CH3:16])=[CH:14][CH:13]=[C:12]2[C:17]2[CH:22]=[C:21]([Cl:23])[CH:20]=[CH:19][C:18]=2[O:24][CH2:25][C:26]2[CH:31]=[CH:30][CH:29]=[CH:28][CH:27]=2)[CH:5]=1.[OH-].[Na+].Cl. The yield is 0.730.